Dataset: CYP2C9 inhibition data for predicting drug metabolism from PubChem BioAssay. Task: Regression/Classification. Given a drug SMILES string, predict its absorption, distribution, metabolism, or excretion properties. Task type varies by dataset: regression for continuous measurements (e.g., permeability, clearance, half-life) or binary classification for categorical outcomes (e.g., BBB penetration, CYP inhibition). Dataset: cyp2c9_veith. (1) The compound is Clc1ccc2c(NCCNc3ccnc4cc(Cl)ccc34)ccnc2c1. The result is 0 (non-inhibitor). (2) The compound is CC(C)CN1CCC2(CC1)CCN(C(=O)c1cccn1C)CC2. The result is 0 (non-inhibitor). (3) The molecule is CC(=O)N(O)CCCCCNC(=O)CCC(=O)N(O)CCCCCNC(=O)CCC(=O)N(O)CCCCCN.CS(=O)(=O)O. The result is 0 (non-inhibitor). (4) The drug is CCc1ccc(-c2cc(C(F)(F)F)n3nc(C(=O)Nc4cnn(Cc5ccccc5C)c4)cc3n2)s1. The result is 1 (inhibitor). (5) The drug is CCCCCC[C@@H]([C@@H](C)O)n1cnc2c(N)ncnc21. The result is 0 (non-inhibitor). (6) The compound is COc1ccccc1-c1nc(Nc2ccncc2)c2ccccc2n1. The result is 0 (non-inhibitor). (7) The drug is Cc1ccc(C(=O)Nc2nc3ccccc3n3nnnc23)cc1. The result is 0 (non-inhibitor).